This data is from Forward reaction prediction with 1.9M reactions from USPTO patents (1976-2016). The task is: Predict the product of the given reaction. (1) Given the reactants [O:1]=[C:2]([C:6]1[S:7][CH:8]=[CH:9][CH:10]=1)[C:3](Cl)=[O:4].[CH3:11][N:12]1[CH2:17][CH2:16][CH:15]([OH:18])[CH2:14][CH2:13]1, predict the reaction product. The product is: [CH3:11][N:12]1[CH2:17][CH2:16][CH:15]([O:18][C:3](=[O:4])[C:2](=[O:1])[C:6]2[S:7][CH:8]=[CH:9][CH:10]=2)[CH2:14][CH2:13]1. (2) Given the reactants C(OC([N:8]1[CH2:13][CH2:12][CH:11]([C:14]([NH:16][C:17]2[CH:18]=[C:19]([C:23]3[N:28]=[C:27](Cl)[CH:26]=[C:25]([N:30]4[CH2:35][CH2:34][O:33][CH2:32][CH2:31]4)[N:24]=3)[CH:20]=[CH:21][CH:22]=2)=[O:15])[CH2:10][CH2:9]1)=O)(C)(C)C.[OH:36][CH2:37][C:38]1[S:42][C:41](B(O)O)=[CH:40][CH:39]=1.[F-].[Cs+].C(Cl)Cl, predict the reaction product. The product is: [OH:36][CH2:37][C:38]1[S:42][C:41]([C:27]2[CH:26]=[C:25]([N:30]3[CH2:31][CH2:32][O:33][CH2:34][CH2:35]3)[N:24]=[C:23]([C:19]3[CH:20]=[CH:21][CH:22]=[C:17]([NH:16][C:14]([CH:11]4[CH2:10][CH2:9][NH:8][CH2:13][CH2:12]4)=[O:15])[CH:18]=3)[N:28]=2)=[CH:40][CH:39]=1.